The task is: Predict which catalyst facilitates the given reaction.. This data is from Catalyst prediction with 721,799 reactions and 888 catalyst types from USPTO. (1) Reactant: Cl[C:2]1[C:11]2[C:6](=[CH:7][CH:8]=[CH:9][CH:10]=2)[C:5]([N+:12]([O-:14])=[O:13])=[CH:4][CH:3]=1.[CH3:15][CH:16]1[CH2:21][CH:20]([CH3:22])[CH2:19][NH:18][CH2:17]1. Product: [CH3:15][CH:16]1[CH:21]([C:2]2[C:11]3[C:6](=[CH:7][CH:8]=[CH:9][CH:10]=3)[C:5]([N+:12]([O-:14])=[O:13])=[CH:4][CH:3]=2)[CH:20]([CH3:22])[CH2:19][NH:18][CH2:17]1. The catalyst class is: 10. (2) Reactant: [Al+3].[Cl-].[Cl-].[Cl-].Br[C:6]([CH3:11])([CH3:10])[C:7](Br)=[O:8].[Br:12][C:13]1[CH:18]=[CH:17][CH:16]=[C:15]([CH:19]([CH3:21])[CH3:20])[CH:14]=1. Product: [Br:12][C:13]1[CH:14]=[C:15]([CH:19]([CH3:21])[CH3:20])[CH:16]=[C:17]2[C:18]=1[C:7](=[O:8])[CH:6]([CH3:11])[CH2:10]2. The catalyst class is: 4.